Dataset: Full USPTO retrosynthesis dataset with 1.9M reactions from patents (1976-2016). Task: Predict the reactants needed to synthesize the given product. (1) Given the product [NH2:12][C:7]1[C:6]2[C:2]([Br:1])=[CH:3][S:4][C:5]=2[C:10](/[CH:18]=[CH:19]/[CH2:20][NH:21][C:22](=[O:28])[O:23][C:24]([CH3:27])([CH3:26])[CH3:25])=[CH:9][N:8]=1, predict the reactants needed to synthesize it. The reactants are: [Br:1][C:2]1[C:6]2[C:7]([NH2:12])=[N:8][CH:9]=[C:10](I)[C:5]=2[S:4][CH:3]=1.C([Sn](CCCC)(CCCC)/[CH:18]=[CH:19]/[CH2:20][NH:21][C:22](=[O:28])[O:23][C:24]([CH3:27])([CH3:26])[CH3:25])CCC.[F-].[K+]. (2) Given the product [Br:1][C:2]1[C:10]2[N:9]=[CH:8][N:7]([C:15]3[CH:16]=[CH:17][C:12]([F:11])=[CH:13][CH:14]=3)[C:6]=2[CH:5]=[CH:4][CH:3]=1, predict the reactants needed to synthesize it. The reactants are: [Br:1][C:2]1[C:10]2[N:9]=[CH:8][NH:7][C:6]=2[CH:5]=[CH:4][CH:3]=1.[F:11][C:12]1[CH:17]=[CH:16][C:15](B(O)O)=[CH:14][CH:13]=1.C(N(CC)CC)C. (3) Given the product [CH3:1][C:2]1[C:7]([C:19]2[CH:24]=[C:23]([CH3:25])[CH:22]=[CH:21][N:20]=2)=[CH:6][CH:5]=[C:4]([CH3:17])[N:3]=1, predict the reactants needed to synthesize it. The reactants are: [CH3:1][C:2]1[C:7](B2OC(C)(C)C(C)(C)O2)=[CH:6][CH:5]=[C:4]([CH3:17])[N:3]=1.Br[C:19]1[CH:24]=[C:23]([CH3:25])[CH:22]=[CH:21][N:20]=1.C(COC)OC.C(=O)([O-])[O-].[K+].[K+]. (4) Given the product [Br:18][C:8]1[C:9](=[O:12])[O:10][C:11]2[C:6]([CH:7]=1)=[CH:5][CH:4]=[CH:3][C:2]=2[Cl:1], predict the reactants needed to synthesize it. The reactants are: [Cl:1][C:2]1[CH:3]=[CH:4][CH:5]=[C:6]2[C:11]=1[O:10][C:9](=[O:12])[CH:8]=[CH:7]2.CC(O[K])=O.[Br:18]Br.O. (5) The reactants are: Cl[C:2]1[CH:7]=[C:6]([C:8]2[C:9]([Cl:14])=[N:10][CH:11]=[CH:12][CH:13]=2)[N:5]=[CH:4][N:3]=1.Cl.[CH3:16][NH2:17].C([O-])([O-])=O.[K+].[K+].CS(C)=O. Given the product [Cl:14][C:9]1[C:8]([C:6]2[N:5]=[CH:4][N:3]=[C:2]([NH:17][CH3:16])[CH:7]=2)=[CH:13][CH:12]=[CH:11][N:10]=1, predict the reactants needed to synthesize it. (6) Given the product [CH3:1][O:2][C:3]1[CH:10]=[CH:9][C:6]([C:7]#[N:21])=[CH:5][C:4]=1[O:11][CH2:12][CH2:13][O:14][CH3:15], predict the reactants needed to synthesize it. The reactants are: [CH3:1][O:2][C:3]1[CH:10]=[CH:9][C:6]([CH:7]=O)=[CH:5][C:4]=1[O:11][CH2:12][CH2:13][O:14][CH3:15].CC([O-])=O.[K+].[NH2:21]O.Cl.O. (7) Given the product [CH2:35]([O:34][CH2:33][C@H:15]([NH:14][C:10](=[O:12])[CH2:9][N:7]1[CH2:6][C@H:5]([CH3:13])[O:4][C@H:3]([CH3:2])[CH2:8]1)[C:16]([NH:18][C:19]1[CH:24]=[CH:23][C:22]([O:25][C:26]2[CH:31]=[CH:30][C:29]([F:32])=[CH:28][CH:27]=2)=[CH:21][CH:20]=1)=[O:17])[C:36]1[CH:41]=[CH:40][CH:39]=[CH:38][CH:37]=1, predict the reactants needed to synthesize it. The reactants are: Cl.[CH3:2][C@@H:3]1[CH2:8][N:7]([CH2:9][C:10]([OH:12])=O)[CH2:6][C@H:5]([CH3:13])[O:4]1.[NH2:14][C@@H:15]([CH2:33][O:34][CH2:35][C:36]1[CH:41]=[CH:40][CH:39]=[CH:38][CH:37]=1)[C:16]([NH:18][C:19]1[CH:24]=[CH:23][C:22]([O:25][C:26]2[CH:31]=[CH:30][C:29]([F:32])=[CH:28][CH:27]=2)=[CH:21][CH:20]=1)=[O:17]. (8) Given the product [NH2:1][C:2]1[N:3]=[C:4]([NH:17][CH:18]2[CH2:23][CH2:22][N:21]([S:24]([CH2:27][CH2:28][CH2:29][S:35][CH2:34][CH2:33][N:32]([CH3:36])[CH3:31])(=[O:26])=[O:25])[CH2:20][CH2:19]2)[S:5][C:6]=1[C:7]([C:9]1[C:14]([F:15])=[CH:13][CH:12]=[CH:11][C:10]=1[F:16])=[O:8], predict the reactants needed to synthesize it. The reactants are: [NH2:1][C:2]1[N:3]=[C:4]([NH:17][CH:18]2[CH2:23][CH2:22][N:21]([S:24]([CH2:27][CH2:28][CH2:29]I)(=[O:26])=[O:25])[CH2:20][CH2:19]2)[S:5][C:6]=1[C:7]([C:9]1[C:14]([F:15])=[CH:13][CH:12]=[CH:11][C:10]=1[F:16])=[O:8].[CH3:31][N:32]([CH3:36])[CH2:33][CH2:34][SH:35]. (9) Given the product [O:23]=[C:15]1[NH:14][C:22]2[C:17](/[C:16]/1=[CH:1]\[C:3]1[CH:11]=[C:10]3[C:6]([C:7]([C:12]#[N:13])=[N:8][NH:9]3)=[CH:5][CH:4]=1)=[CH:18][CH:19]=[CH:20][CH:21]=2, predict the reactants needed to synthesize it. The reactants are: [CH:1]([C:3]1[CH:11]=[C:10]2[C:6]([C:7]([C:12]#[N:13])=[N:8][NH:9]2)=[CH:5][CH:4]=1)=O.[NH:14]1[C:22]2[C:17](=[CH:18][CH:19]=[CH:20][CH:21]=2)[CH2:16][C:15]1=[O:23].N1CCCCC1.